From a dataset of Forward reaction prediction with 1.9M reactions from USPTO patents (1976-2016). Predict the product of the given reaction. (1) The product is: [NH2:25][CH2:24][C@@H:16]([NH:15][C:13]([C:9]1[S:10][C:11]([CH3:12])=[C:7]([C:6]2[N:5]([CH3:36])[N:4]=[CH:3][C:2]=2[Cl:1])[CH:8]=1)=[O:14])[CH2:17][CH:18]1[CH2:19][CH2:20][CH2:21][CH2:22][CH2:23]1. Given the reactants [Cl:1][C:2]1[CH:3]=[N:4][N:5]([CH3:36])[C:6]=1[C:7]1[CH:8]=[C:9]([C:13]([NH:15][C@H:16]([CH2:24][N:25]2C(=O)C3C(=CC=CC=3)C2=O)[CH2:17][CH:18]2[CH2:23][CH2:22][CH2:21][CH2:20][CH2:19]2)=[O:14])[S:10][C:11]=1[CH3:12].NN, predict the reaction product. (2) Given the reactants [I-:1].[Na+].Cl[C:4]1[CH:9]=[C:8]([C:10]2[CH2:14][CH2:13][CH2:12][CH:11]=2)[CH:7]=[CH:6][N:5]=1.C(Cl)(=O)C, predict the reaction product. The product is: [I:1][C:4]1[CH:9]=[C:8]([C:10]2[CH2:14][CH2:13][CH2:12][CH:11]=2)[CH:7]=[CH:6][N:5]=1.